This data is from Full USPTO retrosynthesis dataset with 1.9M reactions from patents (1976-2016). The task is: Predict the reactants needed to synthesize the given product. (1) Given the product [CH:23]1([NH:26][C:12]2[CH:6]([C:2]3[S:1][CH:5]=[CH:4][CH:3]=3)[N:7]=[C:8]([C:18]3[S:19][CH:20]=[CH:21][CH:22]=3)[C:9]3[CH:17]=[CH:16][CH:15]=[N:14][C:10]=3[N:11]=2)[CH2:25][CH2:24]1, predict the reactants needed to synthesize it. The reactants are: [S:1]1[CH:5]=[CH:4][CH:3]=[C:2]1[CH:6]1[C:12](=O)[NH:11][C:10]2[N:14]=[CH:15][CH:16]=[CH:17][C:9]=2[C:8]([C:18]2[S:19][CH:20]=[CH:21][CH:22]=2)=[N:7]1.[CH:23]1([NH2:26])[CH2:25][CH2:24]1. (2) The reactants are: [S:1]1[C:5]2[CH:6]=[C:7]([CH2:10][CH2:11][O:12][CH2:13][CH2:14][CH2:15][N:16]3[CH2:19][CH:18]([OH:20])[CH2:17]3)[CH:8]=[CH:9][C:4]=2[CH:3]=[CH:2]1.C(OCC)(=O)C.[ClH:27]. Given the product [ClH:27].[S:1]1[C:5]2[CH:6]=[C:7]([CH2:10][CH2:11][O:12][CH2:13][CH2:14][CH2:15][N:16]3[CH2:17][CH:18]([OH:20])[CH2:19]3)[CH:8]=[CH:9][C:4]=2[CH:3]=[CH:2]1, predict the reactants needed to synthesize it.